Dataset: Forward reaction prediction with 1.9M reactions from USPTO patents (1976-2016). Task: Predict the product of the given reaction. Given the reactants OC[C:3]1[CH:8]=[CH:7][C:6]([C:9]([NH:11][C:12]2[CH:17]=[C:16]([C:18]3[S:19][CH:20]=[CH:21][CH:22]=3)[CH:15]=[CH:14][C:13]=2[NH:23][C:24](=[O:30])[O:25][C:26]([CH3:29])([CH3:28])[CH3:27])=[O:10])=[CH:5][CH:4]=1.F[P-](F)(F)(F)(F)F.N1(O[P+](N(C)C)(N(C)C)N(C)C)C2C=CC=CC=2N=N1.[CH2:58]([O:60][P:61]([O:64][CH2:65][CH2:66]C1C=CC(C(O)=O)=CC=1)([CH3:63])=[O:62])[CH3:59].CCN(C(C)C)C(C)C, predict the reaction product. The product is: [CH3:63][P:61](=[O:62])([O:64][CH2:65][CH3:66])[O:60][CH2:58][CH2:59][C:3]1[CH:4]=[CH:5][C:6]([C:9]([NH:11][C:12]2[CH:17]=[C:16]([C:18]3[S:19][CH:20]=[CH:21][CH:22]=3)[CH:15]=[CH:14][C:13]=2[NH:23][C:24]([O:25][C:26]([CH3:27])([CH3:28])[CH3:29])=[O:30])=[O:10])=[CH:7][CH:8]=1.